Dataset: Reaction yield outcomes from USPTO patents with 853,638 reactions. Task: Predict the reaction yield, written as a fraction of the theoretical maximum amount of product (1.0 means a 100% yield; for example, 0.34 means a 34% yield). The reactants are [Cl:1][C:2]1[CH:3]=[C:4]([CH:13]=[O:14])[C:5]([OH:12])=[C:6]([CH:11]=1)[C:7]([O:9][CH3:10])=[O:8].C(=O)([O-])[O-].[K+].[K+].[I-].[Na+].Br[CH2:24][C:25]([O:27][CH3:28])=[O:26]. The catalyst is CC(C)=O.CCCCCC.C(OCC)(=O)C. The product is [Cl:1][C:2]1[CH:3]=[C:4]([CH:13]=[O:14])[C:5]([O:12][CH2:24][C:25]([O:27][CH3:28])=[O:26])=[C:6]([CH:11]=1)[C:7]([O:9][CH3:10])=[O:8]. The yield is 0.750.